The task is: Predict the product of the given reaction.. This data is from Forward reaction prediction with 1.9M reactions from USPTO patents (1976-2016). (1) Given the reactants [CH3:1][N:2]1[C:8](=[O:9])[C:7]2[CH:10]=[CH:11][CH:12]=[CH:13][C:6]=2[S:5][C:4]2[CH:14]=[CH:15][C:16]([C:18]([OH:20])=[O:19])=[CH:17][C:3]1=2.OO.[O-:23]S([O-])(=S)=O.[Na+].[Na+], predict the reaction product. The product is: [CH3:1][N:2]1[C:8](=[O:9])[C:7]2[CH:10]=[CH:11][CH:12]=[CH:13][C:6]=2[S:5](=[O:23])[C:4]2[CH:14]=[CH:15][C:16]([C:18]([OH:20])=[O:19])=[CH:17][C:3]1=2. (2) Given the reactants [CH3:1][O:2][C:3]([C:5]1[C:6]2[CH:7]=[N:8][NH:9][C:10]=2[CH:11]=[CH:12][CH:13]=1)=[O:4].[CH3:14][C:15]1[N:16]=[CH:17][C:18]([CH2:21]OS(C)(=O)=O)=[N:19][CH:20]=1, predict the reaction product. The product is: [CH3:1][O:2][C:3]([C:5]1[C:6]2[CH:7]=[N:8][N:9]([CH2:14][C:15]3[CH:20]=[N:19][C:18]([CH3:21])=[CH:17][N:16]=3)[C:10]=2[CH:11]=[CH:12][CH:13]=1)=[O:4]. (3) Given the reactants [CH3:1][C@@H:2]1[CH2:7][CH2:6][CH2:5][C@H:4]([CH3:8])[N:3]1[C:9](=[O:36])[CH2:10][O:11][C:12]1[CH:21]=[CH:20][C:19]2[C:14](=[CH:15][CH:16]=[C:17]([C:22]3[C:30]4[C:25](=[CH:26][CH:27]=[C:28]([CH:31]=[N:32]OCC)[CH:29]=4)[NH:24][N:23]=3)[CH:18]=2)[CH:13]=1.[NH2:37][NH:38][C:39](=O)[CH2:40][C:41]([CH3:44])([CH3:43])[CH3:42], predict the reaction product. The product is: [CH3:1][C@@H:2]1[CH2:7][CH2:6][CH2:5][C@H:4]([CH3:8])[N:3]1[C:9](=[O:36])[CH2:10][O:11][C:12]1[CH:21]=[CH:20][C:19]2[C:14](=[CH:15][CH:16]=[C:17]([C:22]3[C:30]4[C:25](=[CH:26][CH:27]=[C:28]([C:31]5[NH:37][N:38]=[C:39]([CH2:40][C:41]([CH3:44])([CH3:43])[CH3:42])[N:32]=5)[CH:29]=4)[NH:24][N:23]=3)[CH:18]=2)[CH:13]=1. (4) Given the reactants [CH2:1]([O:3][C:4](=[O:19])[CH:5]([O:16][CH2:17][CH3:18])[CH2:6][C:7]1[CH:15]=[CH:14][CH:13]=[C:12]2[C:8]=1[CH:9]=[CH:10][NH:11]2)[CH3:2].Cl[CH2:21][C:22]1[N:23]=[C:24]([C:28]2[CH:33]=[CH:32][CH:31]=[C:30]([Cl:34])[CH:29]=2)[O:25][C:26]=1[CH3:27].[H-].[Na+], predict the reaction product. The product is: [CH2:1]([O:3][C:4](=[O:19])[CH:5]([O:16][CH2:17][CH3:18])[CH2:6][C:7]1[CH:15]=[CH:14][CH:13]=[C:12]2[C:8]=1[CH:9]=[CH:10][N:11]2[CH2:21][C:22]1[N:23]=[C:24]([C:28]2[CH:33]=[CH:32][CH:31]=[C:30]([Cl:34])[CH:29]=2)[O:25][C:26]=1[CH3:27])[CH3:2]. (5) Given the reactants [Cl:1][C:2]1[C:3]2[NH:10][CH:9]=[CH:8][C:4]=2[N:5]=[CH:6][N:7]=1.Cl[CH2:12][C:13]#[C:14][CH2:15][NH:16][C:17](=[O:23])[O:18][C:19]([CH3:22])([CH3:21])[CH3:20].C(=O)([O-])[O-].[Cs+].[Cs+].CN(C)C=O, predict the reaction product. The product is: [Cl:1][C:2]1[C:3]2[N:10]([CH2:12][C:13]#[C:14][CH2:15][NH:16][C:17](=[O:23])[O:18][C:19]([CH3:22])([CH3:21])[CH3:20])[CH:9]=[CH:8][C:4]=2[N:5]=[CH:6][N:7]=1.